This data is from Forward reaction prediction with 1.9M reactions from USPTO patents (1976-2016). The task is: Predict the product of the given reaction. (1) Given the reactants [F:1][C:2]1[CH:7]=[CH:6][CH:5]=[CH:4][C:3]=1[C@H:8]([O:10][C:11](=[O:30])[NH:12][C:13]1[C:14]([CH3:29])=[N:15][O:16][C:17]=1[C:18]1[CH:23]=[CH:22][C:21]([C:24]2[N:25]=[N:26][NH:27][N:28]=2)=[CH:20][CH:19]=1)[CH3:9].Br[CH2:32][C:33]([O:35][CH3:36])=[O:34].C(=O)([O-])[O-].[K+].[K+], predict the reaction product. The product is: [CH3:36][O:35][C:33](=[O:34])[CH2:32][N:26]1[N:27]=[N:28][C:24]([C:21]2[CH:22]=[CH:23][C:18]([C:17]3[O:16][N:15]=[C:14]([CH3:29])[C:13]=3[NH:12][C:11]([O:10][C@@H:8]([C:3]3[CH:4]=[CH:5][CH:6]=[CH:7][C:2]=3[F:1])[CH3:9])=[O:30])=[CH:19][CH:20]=2)=[N:25]1. (2) Given the reactants [F:1][C:2]1[CH:10]=[C:9]2[C:5]([C:6]([OH:11])=[N:7][NH:8]2)=[CH:4][CH:3]=1.[S:12]1[C:20]2[CH2:19][CH2:18][N:17]([C:21](Cl)=[O:22])[CH2:16][C:15]=2[CH:14]=[CH:13]1, predict the reaction product. The product is: [S:12]1[C:20]2[CH2:19][CH2:18][N:17]([C:21]([O:11][C:6]3[C:5]4[C:9](=[CH:10][C:2]([F:1])=[CH:3][CH:4]=4)[N:8]([C:21]([N:17]4[CH2:18][CH2:19][C:20]5[S:12][CH:13]=[CH:14][C:15]=5[CH2:16]4)=[O:22])[N:7]=3)=[O:22])[CH2:16][C:15]=2[CH:14]=[CH:13]1. (3) The product is: [CH:25]1([NH:31][C:4]([C:6]2[S:7][C:8]([C:18]3[CH:23]=[CH:22][C:21]([Cl:24])=[CH:20][CH:19]=3)=[C:9]([C:11]3[CH:12]=[CH:13][C:14]([Cl:17])=[CH:15][CH:16]=3)[N:10]=2)=[O:5])[CH2:30][CH2:29][CH2:28][CH2:27][CH2:26]1. Given the reactants C(O[C:4]([C:6]1[S:7][C:8]([C:18]2[CH:23]=[CH:22][C:21]([Cl:24])=[CH:20][CH:19]=2)=[C:9]([C:11]2[CH:16]=[CH:15][C:14]([Cl:17])=[CH:13][CH:12]=2)[N:10]=1)=[O:5])C.[CH:25]1([NH2:31])[CH2:30][CH2:29][CH2:28][CH2:27][CH2:26]1, predict the reaction product. (4) Given the reactants C([O:5][C:6](=[O:40])[CH2:7][N:8]1[C:16]2[C:11](=[CH:12][CH:13]=[C:14]([C:17]([O:19][CH3:20])=[O:18])[CH:15]=2)[C:10]([CH:21]2[CH2:26][CH2:25][CH2:24][CH2:23][CH2:22]2)=[C:9]1[C:27]1[CH:32]=[CH:31][CH:30]=[CH:29][C:28]=1[CH2:33][NH:34][CH2:35][CH2:36][N:37]([CH3:39])[CH3:38])(C)(C)C.C(O)(C(F)(F)F)=O, predict the reaction product. The product is: [CH:21]1([C:10]2[C:11]3[C:16](=[CH:15][C:14]([C:17]([O:19][CH3:20])=[O:18])=[CH:13][CH:12]=3)[N:8]([CH2:7][C:6]([OH:40])=[O:5])[C:9]=2[C:27]2[CH:32]=[CH:31][CH:30]=[CH:29][C:28]=2[CH2:33][NH:34][CH2:35][CH2:36][N:37]([CH3:38])[CH3:39])[CH2:26][CH2:25][CH2:24][CH2:23][CH2:22]1. (5) Given the reactants [CH2:1]([O:8][CH2:9][C:10]12[CH2:17][CH2:16][CH:13]([CH2:14][CH2:15]1)[N:12]([CH2:18][CH2:19][S:20]([NH:23]C(C)(C)C)(=[O:22])=[O:21])[C:11]2=[O:28])[C:2]1[CH:7]=[CH:6][CH:5]=[CH:4][CH:3]=1.FC(F)(F)C(O)=O, predict the reaction product. The product is: [CH2:1]([O:8][CH2:9][C:10]12[CH2:15][CH2:14][CH:13]([CH2:16][CH2:17]1)[N:12]([CH2:18][CH2:19][S:20]([NH2:23])(=[O:21])=[O:22])[C:11]2=[O:28])[C:2]1[CH:7]=[CH:6][CH:5]=[CH:4][CH:3]=1. (6) Given the reactants [H-].[Na+].[C:3]([O:6][C:7]1[C:8]([C:20]([CH3:23])([CH3:22])[CH3:21])=[CH:9][C:10]([OH:19])=[C:11]([C:14]=1[C:15]([CH3:18])([CH3:17])[CH3:16])[CH:12]=[O:13])(=[O:5])[CH3:4].[CH3:24][CH2:25][CH2:26][CH2:27][CH2:28][CH:29]([Mg]Cl)[CH2:30][CH2:31][CH2:32][CH2:33][CH3:34].[Cl-].[NH4+], predict the reaction product. The product is: [C:3]([O:6][C:7]1[C:8]([C:20]([CH3:23])([CH3:22])[CH3:21])=[CH:9][C:10]([OH:19])=[C:11]([CH:12]([OH:13])[CH:29]([CH2:30][CH2:31][CH2:32][CH2:33][CH3:34])[CH2:28][CH2:27][CH2:26][CH2:25][CH3:24])[C:14]=1[C:15]([CH3:16])([CH3:18])[CH3:17])(=[O:5])[CH3:4]. (7) Given the reactants [C:1]([C:5]1[N:6](O)[C:7]([C:16]2[CH:21]=[CH:20][N:19]=[C:18]([F:22])[CH:17]=2)=[C:8]([C:10]2[CH:15]=[CH:14][CH:13]=[CH:12][N:11]=2)[N:9]=1)([CH3:4])([CH3:3])[CH3:2].P(OCC)(OCC)OCC.[OH-].[Na+], predict the reaction product. The product is: [C:1]([C:5]1[NH:6][C:7]([C:16]2[CH:21]=[CH:20][N:19]=[C:18]([F:22])[CH:17]=2)=[C:8]([C:10]2[CH:15]=[CH:14][CH:13]=[CH:12][N:11]=2)[N:9]=1)([CH3:4])([CH3:2])[CH3:3]. (8) Given the reactants [Br:1][C:2]1[CH:10]=[C:9]([F:11])[CH:8]=[C:7]2[C:3]=1[CH:4]=[C:5]([CH:12]=O)[NH:6]2.[CH2:14]([O:16][C:17]([CH:19]=P(C1C=CC=CC=1)(C1C=CC=CC=1)C1C=CC=CC=1)=[O:18])[CH3:15], predict the reaction product. The product is: [CH2:14]([O:16][C:17](=[O:18])[CH:19]=[CH:12][C:5]1[NH:6][C:7]2[C:3]([CH:4]=1)=[C:2]([Br:1])[CH:10]=[C:9]([F:11])[CH:8]=2)[CH3:15].